Dataset: Forward reaction prediction with 1.9M reactions from USPTO patents (1976-2016). Task: Predict the product of the given reaction. Given the reactants [NH2:1][C:2]1[CH:7]=[CH:6][N:5]=[CH:4][CH:3]=1.C(N(CC)C(C)C)(C)C.Cl[C:18]([O:20][C:21]1[CH:26]=[CH:25][CH:24]=[CH:23][CH:22]=1)=[O:19], predict the reaction product. The product is: [C:21]1([O:20][C:18](=[O:19])[NH:1][C:2]2[CH:7]=[CH:6][N:5]=[CH:4][CH:3]=2)[CH:26]=[CH:25][CH:24]=[CH:23][CH:22]=1.